From a dataset of Full USPTO retrosynthesis dataset with 1.9M reactions from patents (1976-2016). Predict the reactants needed to synthesize the given product. (1) The reactants are: [Cl:1][CH2:2][CH2:3][CH2:4][CH2:5][N:6]1[C:14]([O:15][CH3:16])=[N:13][C:12]2[C:7]1=[N:8][C:9](O[C@@H](C)CC)=[N:10][C:11]=2[NH2:17].FC(F)(F)C(O)=O.[CH3:30][C@@H:31]([NH:35]C1NC2C(N=C(OC)N=2)=C(N)N=1)[CH2:32][CH2:33][CH3:34].BrCCCCCl. Given the product [Cl:1][CH2:2][CH2:3][CH2:4][CH2:5][N:6]1[C:14]([O:15][CH3:16])=[N:13][C:12]2[C:7]1=[N:8][C:9]([NH:35][C@H:31]([CH3:30])[CH2:32][CH2:33][CH3:34])=[N:10][C:11]=2[NH2:17], predict the reactants needed to synthesize it. (2) Given the product [C:1]([C:5]1[CH:37]=[CH:36][C:8]([CH2:9][N:10]2[C:14](=[O:15])[N:13]([CH2:16][CH3:17])[C:12]([CH2:18][CH2:19][CH2:20][C:21]3[CH:22]=[CH:23][C:24]([C:72]4[CH:73]=[CH:68][CH:69]=[C:70]([CH:74]5[CH2:76][CH:75]5[C:77]([OH:79])=[O:78])[CH:71]=4)=[CH:25][CH:26]=3)=[N:11]2)=[CH:7][CH:6]=1)([CH3:4])([CH3:2])[CH3:3], predict the reactants needed to synthesize it. The reactants are: [C:1]([C:5]1[CH:37]=[CH:36][C:8]([CH2:9][N:10]2[C:14](=[O:15])[N:13]([CH2:16][CH3:17])[C:12]([CH2:18][CH2:19][CH2:20][C:21]3[CH:26]=[CH:25][C:24](B4OC(C)(C)C(C)(C)O4)=[CH:23][CH:22]=3)=[N:11]2)=[CH:7][CH:6]=1)([CH3:4])([CH3:3])[CH3:2].C1(P(C2CCCCC2)C2C=CC=CC=2C2C(OC)=CC=CC=2OC)CCCCC1.Br[C:68]1[CH:69]=[C:70]([CH:74]2[CH2:76][CH:75]2[C:77]([O:79]CC)=[O:78])[CH:71]=[CH:72][CH:73]=1.P([O-])([O-])([O-])=O.[K+].[K+].[K+].[OH-].[Li+].